Dataset: Forward reaction prediction with 1.9M reactions from USPTO patents (1976-2016). Task: Predict the product of the given reaction. (1) The product is: [F:1][C:2]([F:7])([F:6])[C:3]([OH:5])=[O:4].[F:8][C:9]([F:14])([F:13])[C:10]([OH:12])=[O:11].[F:15][C:16]([F:21])([F:20])[C:17]([OH:19])=[O:18].[Cl:22][C:23]1[CH:24]=[N:25][C:26]2[NH:27][C:28]3[CH:29]=[N:30][CH:31]=[C:32]([CH:54]=3)[CH2:33][CH2:34][C:35]3[CH:43]=[C:39]([NH:40][C:41]=1[N:42]=2)[CH:38]=[CH:37][C:36]=3[NH:44][C:45](=[O:53])[CH2:46][CH:47]1[CH2:52][CH2:51][N:50]([C:61]([C:56]2[CH:57]=[N:58][CH:59]=[CH:60][N:55]=2)=[O:62])[CH2:49][CH2:48]1. Given the reactants [F:1][C:2]([F:7])([F:6])[C:3]([OH:5])=[O:4].[F:8][C:9]([F:14])([F:13])[C:10]([OH:12])=[O:11].[F:15][C:16]([F:21])([F:20])[C:17]([OH:19])=[O:18].[Cl:22][C:23]1[CH:24]=[N:25][C:26]2[NH:27][C:28]3[CH:29]=[N:30][CH:31]=[C:32]([CH:54]=3)[CH2:33][CH2:34][C:35]3[CH:43]=[C:39]([NH:40][C:41]=1[N:42]=2)[CH:38]=[CH:37][C:36]=3[NH:44][C:45](=[O:53])[CH2:46][CH:47]1[CH2:52][CH2:51][NH:50][CH2:49][CH2:48]1.[N:55]1[CH:60]=[CH:59][N:58]=[CH:57][C:56]=1[C:61](Cl)=[O:62], predict the reaction product. (2) Given the reactants [N:1]([CH:4]([C:8]1[CH:9]=[N:10][C:11]([C:14]([F:17])([F:16])[F:15])=[CH:12][CH:13]=1)[CH2:5][CH2:6][OH:7])=[N+]=[N-], predict the reaction product. The product is: [NH2:1][CH:4]([C:8]1[CH:9]=[N:10][C:11]([C:14]([F:17])([F:15])[F:16])=[CH:12][CH:13]=1)[CH2:5][CH2:6][OH:7]. (3) Given the reactants C1C2C(COC([N:18]3[CH2:23][C@@H:22]([C:24](=[O:44])[N:25]([CH:41]4[CH2:43][CH2:42]4)[CH2:26][C:27]4[C:35]5[C:30](=[CH:31][CH:32]=[CH:33][CH:34]=5)[N:29]([CH2:36][CH2:37][CH2:38][O:39][CH3:40])[CH:28]=4)[CH2:21][C@@H:20]([NH2:45])[CH2:19]3)=O)C3C(=CC=CC=3)C=2C=CC=1.C(N(C(C)C)C(C)C)C.Cl[C:56]([O:58][CH2:59][C:60]([CH3:63])([CH3:62])[CH3:61])=[O:57], predict the reaction product. The product is: [CH3:61][C:60]([CH3:63])([CH3:62])[CH2:59][O:58][C:56](=[O:57])[NH:45][C@@H:20]1[CH2:21][C@H:22]([C:24](=[O:44])[N:25]([CH:41]2[CH2:43][CH2:42]2)[CH2:26][C:27]2[C:35]3[C:30](=[CH:31][CH:32]=[CH:33][CH:34]=3)[N:29]([CH2:36][CH2:37][CH2:38][O:39][CH3:40])[CH:28]=2)[CH2:23][NH:18][CH2:19]1. (4) Given the reactants [Si:1]([O:8][CH2:9][CH2:10][NH:11]C1CCCC1)([C:4]([CH3:7])([CH3:6])[CH3:5])([CH3:3])[CH3:2].[F:17][C:18]1[CH:25]=[CH:24][C:21]([CH:22]=O)=[CH:20][CH:19]=1.[Si](OCCN)(C(C)(C)C)(C)C, predict the reaction product. The product is: [Si:1]([O:8][CH2:9][CH2:10][NH:11][CH2:22][C:21]1[CH:24]=[CH:25][C:18]([F:17])=[CH:19][CH:20]=1)([C:4]([CH3:6])([CH3:7])[CH3:5])([CH3:3])[CH3:2]. (5) Given the reactants [Br:1][C:2]1[CH:3]=[C:4]([CH:7]=[CH:8][C:9]=1[OH:10])[CH:5]=[O:6].C(Cl)Cl.C(N(C(C)C)CC)(C)C.[CH3:23][O:24][CH2:25][CH2:26][O:27][CH2:28]Cl, predict the reaction product. The product is: [Br:1][C:2]1[CH:3]=[C:4]([CH:7]=[CH:8][C:9]=1[O:10][CH2:23][O:24][CH2:25][CH2:26][O:27][CH3:28])[CH:5]=[O:6]. (6) Given the reactants [C:1]([N:4]1[CH2:9][CH2:8][N:7]([C:10]2[N:11]([CH2:32][C:33]([F:36])([F:35])[F:34])[C:12]3[C:17]([N:18]=2)=[C:16]([N:19]2[CH2:24][CH2:23][O:22][CH2:21][CH2:20]2)[N:15]=[C:14]([C:25]2[CH:26]=[N:27][C:28]([NH2:31])=[N:29][CH:30]=2)[N:13]=3)[CH2:6][C@H:5]1[CH3:37])(=[O:3])[CH3:2].[S:38](=[O:42])(=[O:41])([OH:40])[OH:39], predict the reaction product. The product is: [S:38]([OH:42])([OH:41])(=[O:40])=[O:39].[C:1]([N:4]1[CH2:9][CH2:8][N:7]([C:10]2[N:11]([CH2:32][C:33]([F:36])([F:35])[F:34])[C:12]3[C:17]([N:18]=2)=[C:16]([N:19]2[CH2:20][CH2:21][O:22][CH2:23][CH2:24]2)[N:15]=[C:14]([C:25]2[CH:26]=[N:27][C:28]([NH2:31])=[N:29][CH:30]=2)[N:13]=3)[CH2:6][C@H:5]1[CH3:37])(=[O:3])[CH3:2].